Predict the reaction yield, written as a fraction of the theoretical maximum amount of product (1.0 means a 100% yield; for example, 0.34 means a 34% yield). From a dataset of Reaction yield outcomes from USPTO patents with 853,638 reactions. (1) The reactants are ClC1C=CC2SC=C(CN3CCN(C4SC(C(O)=O)=C(C)N=4)C3=O)C=2C=1.[CH3:27][C:28]1[N:29]=[C:30]([N:36]2[CH2:40][CH2:39][N:38]([CH2:41][C:42]3[CH:43]=[N:44][CH:45]=[CH:46][CH:47]=3)[C:37]2=[O:48])[S:31][C:32]=1[C:33]([OH:35])=O.[CH2:49]([NH2:56])[C:50]1[CH:55]=[CH:54][CH:53]=[CH:52][CH:51]=1. No catalyst specified. The product is [CH2:49]([NH:56][C:33]([C:32]1[S:31][C:30]([N:36]2[CH2:40][CH2:39][N:38]([CH2:41][C:42]3[CH:43]=[N:44][CH:45]=[CH:46][CH:47]=3)[C:37]2=[O:48])=[N:29][C:28]=1[CH3:27])=[O:35])[C:50]1[CH:55]=[CH:54][CH:53]=[CH:52][CH:51]=1. The yield is 0.130. (2) The reactants are [CH2:1]([O:8][C@H:9]([CH3:13])[C:10]([OH:12])=O)[C:2]1[CH:7]=[CH:6][CH:5]=[CH:4][CH:3]=1.CN1CCOCC1.ClC(OCC(C)C)=O.[NH2:29][C:30]1[CH:35]=[C:34]([O:36][C:37]2[C:42]([F:43])=[CH:41][C:40]([NH:44][C:45]([C:47]3([C:50]([NH:52][C:53]4[CH:58]=[CH:57][C:56]([F:59])=[CH:55][CH:54]=4)=[O:51])[CH2:49][CH2:48]3)=[O:46])=[C:39]([F:60])[CH:38]=2)[CH:33]=[CH:32][N:31]=1. The catalyst is C(Cl)Cl. The product is [CH2:1]([O:8][C@H:9]([CH3:13])[C:10]([NH:29][C:30]1[CH:35]=[C:34]([O:36][C:37]2[C:42]([F:43])=[CH:41][C:40]([NH:44][C:45]([C:47]3([C:50]([NH:52][C:53]4[CH:54]=[CH:55][C:56]([F:59])=[CH:57][CH:58]=4)=[O:51])[CH2:49][CH2:48]3)=[O:46])=[C:39]([F:60])[CH:38]=2)[CH:33]=[CH:32][N:31]=1)=[O:12])[C:2]1[CH:3]=[CH:4][CH:5]=[CH:6][CH:7]=1. The yield is 0.715. (3) The reactants are [OH-].[CH2:2]([N+:4]([CH2:10][CH3:11])([CH2:6][CH2:7][O:8][CH3:9])[CH3:5])[CH3:3].[CH2:12]([O:14][CH2:15][CH2:16][O:17][CH2:18][CH2:19][C:20]([OH:22])=[O:21])[CH3:13]. No catalyst specified. The product is [CH2:12]([O:14][CH2:15][CH2:16][O:17][CH2:18][CH2:19][C:20]([O-:22])=[O:21])[CH3:13].[CH2:2]([N+:4]([CH2:10][CH3:11])([CH2:6][CH2:7][O:8][CH3:9])[CH3:5])[CH3:3]. The yield is 0.950. (4) The reactants are [CH2:1]([O:3][C:4](=[O:16])[CH2:5][C@H:6]1[C:14]2[C:9](=[CH:10][C:11]([OH:15])=[CH:12][CH:13]=2)[CH2:8][CH2:7]1)[CH3:2].[CH3:17][C:18]1[O:22][C:21]([C:23]2[CH:28]=[CH:27][C:26]([CH3:29])=[CH:25][CH:24]=2)=[N:20][C:19]=1[CH2:30][CH2:31]O.CN(C(/N=N/C(N(C)C)=O)=O)C.C1C=CC(P(C2C=CC=CC=2)C2C=CC=CC=2)=CC=1. The catalyst is C(Cl)Cl. The product is [CH3:17][C:18]1[O:22][C:21]([C:23]2[CH:28]=[CH:27][C:26]([CH3:29])=[CH:25][CH:24]=2)=[N:20][C:19]=1[CH2:30][CH2:31][O:15][C:11]1[CH:10]=[C:9]2[C:14](=[CH:13][CH:12]=1)[C@H:6]([CH2:5][C:4]([O:3][CH2:1][CH3:2])=[O:16])[CH2:7][CH2:8]2. The yield is 0.805. (5) The reactants are [Br:1][C:2]1[CH:3]=[C:4]([N:9]2[C:13](=[O:14])[O:12][N:11]=[C:10]2[C:15]2[C:19]([NH:20][CH2:21][CH2:22][O:23]C)=[N:18][O:17][N:16]=2)[CH:5]=[CH:6][C:7]=1[F:8].B(Br)(Br)Br. The catalyst is ClCCl. The product is [Br:1][C:2]1[CH:3]=[C:4]([N:9]2[C:13](=[O:14])[O:12][N:11]=[C:10]2[C:15]2[C:19]([NH:20][CH2:21][CH2:22][OH:23])=[N:18][O:17][N:16]=2)[CH:5]=[CH:6][C:7]=1[F:8]. The yield is 0.990. (6) The reactants are [CH3:1][O:2][C:3]1[CH:4]=[C:5]([CH2:10][C:11]#N)[CH:6]=[C:7]([CH3:9])[CH:8]=1.[OH-:13].[K+].[OH2:15].CC(O)C. No catalyst specified. The product is [CH3:1][O:2][C:3]1[CH:4]=[C:5]([CH2:10][C:11]([OH:15])=[O:13])[CH:6]=[C:7]([CH3:9])[CH:8]=1. The yield is 0.800. (7) The reactants are [NH2:1][C:2]1[CH:3]=[CH:4][C:5]([CH3:24])=[C:6]([C:8]2[S:12][C:11]([C:13]3[CH:14]=[C:15]4[C:19](=[CH:20][CH:21]=3)[C:18](=[O:22])[N:17]([CH3:23])[CH2:16]4)=[CH:10][CH:9]=2)[CH:7]=1.[N:25]1[CH:30]=[CH:29][CH:28]=[CH:27][C:26]=1[S:31](Cl)(=[O:33])=[O:32]. The catalyst is CO.C(Cl)Cl. The product is [CH3:24][C:5]1[CH:4]=[CH:3][C:2]([NH:1][S:31]([C:26]2[CH:27]=[CH:28][CH:29]=[CH:30][N:25]=2)(=[O:33])=[O:32])=[CH:7][C:6]=1[C:8]1[S:12][C:11]([C:13]2[CH:14]=[C:15]3[C:19](=[CH:20][CH:21]=2)[C:18](=[O:22])[N:17]([CH3:23])[CH2:16]3)=[CH:10][CH:9]=1. The yield is 0.420. (8) The reactants are [C:1]([O:5][C:6]([NH:8][C@H:9]([C:11]([OH:13])=O)[CH3:10])=[O:7])([CH3:4])([CH3:3])[CH3:2].ON1C2C=CC=CC=2N=N1.Cl.CN(C)CCCN=C=NCC.[CH:36]([NH2:49])([C:43]1[CH:48]=[CH:47][CH:46]=[CH:45][CH:44]=1)[C:37]1[CH:42]=[CH:41][CH:40]=[CH:39][CH:38]=1.C(=O)(O)[O-].[Na+]. The catalyst is CN(C)C=O. The product is [C:37]1([CH:36]([NH:49][C:11](=[O:13])[C@@H:9]([NH:8][C:6](=[O:7])[O:5][C:1]([CH3:2])([CH3:3])[CH3:4])[CH3:10])[C:43]2[CH:44]=[CH:45][CH:46]=[CH:47][CH:48]=2)[CH:42]=[CH:41][CH:40]=[CH:39][CH:38]=1. The yield is 0.670. (9) The reactants are [CH3:1][N:2]([CH:10]1[CH2:15][CH2:14][N:13]([C:16]2[C:25]3[C:20](=[CH:21][CH:22]=[CH:23][CH:24]=3)[C:19]([C:26]3[N:30]([CH3:31])[N:29]=[CH:28][CH:27]=3)=[N:18][N:17]=2)[CH2:12][CH2:11]1)C(=O)OC(C)(C)C.Cl.C(OCC)C. The catalyst is ClCCl. The product is [CH3:1][NH:2][CH:10]1[CH2:15][CH2:14][N:13]([C:16]2[C:25]3[C:20](=[CH:21][CH:22]=[CH:23][CH:24]=3)[C:19]([C:26]3[N:30]([CH3:31])[N:29]=[CH:28][CH:27]=3)=[N:18][N:17]=2)[CH2:12][CH2:11]1. The yield is 0.980. (10) The reactants are [CH2:1]([C:4]1[C:12]([O:13][CH2:14][CH2:15][Si:16]([CH3:19])([CH3:18])[CH3:17])=[C:11]2[C:7]([CH2:8][O:9][C:10]2=[O:20])=[C:6]([CH3:21])[C:5]=1[CH2:22][CH3:23])[CH:2]=C.NC(N)=S.C[OH:29]. The catalyst is C(Cl)Cl.N1C=CC=CC=1. The product is [CH2:22]([C:5]1[C:6]([CH3:21])=[C:7]2[C:11]([C:10](=[O:20])[O:9][CH2:8]2)=[C:12]([O:13][CH2:14][CH2:15][Si:16]([CH3:18])([CH3:19])[CH3:17])[C:4]=1[CH2:1][CH:2]=[O:29])[CH3:23]. The yield is 0.690.